Task: Predict the reactants needed to synthesize the given product.. Dataset: Full USPTO retrosynthesis dataset with 1.9M reactions from patents (1976-2016) (1) The reactants are: [CH2:1]([O:3][C:4]([C@@H:6]1[C@@H:10]([C:11]([OH:13])=O)[CH2:9][N:8]([C:14]([O:16][C:17]([CH3:20])([CH3:19])[CH3:18])=[O:15])[CH2:7]1)=[O:5])[CH3:2].C(N(CC)C(C)C)(C)C.C1N(P(Cl)(N2C(=O)OCC2)=O)C(=O)OC1.[NH2:45][C:46]1[CH:51]=[CH:50][C:49]([N:52]2[CH:57]=[CH:56][CH:55]=[CH:54][C:53]2=[O:58])=[CH:48][C:47]=1[F:59]. Given the product [CH2:1]([O:3][C:4]([C@@H:6]1[C@@H:10]([C:11](=[O:13])[NH:45][C:46]2[CH:51]=[CH:50][C:49]([N:52]3[CH:57]=[CH:56][CH:55]=[CH:54][C:53]3=[O:58])=[CH:48][C:47]=2[F:59])[CH2:9][N:8]([C:14]([O:16][C:17]([CH3:20])([CH3:19])[CH3:18])=[O:15])[CH2:7]1)=[O:5])[CH3:2], predict the reactants needed to synthesize it. (2) The reactants are: Cl[CH:2]([Cl:4])C.[Cl:5][C:6]1[CH:7]=[C:8]([CH:12]=[C:13]([Cl:15])[CH:14]=1)[C:9](Cl)=[O:10].[O:16]1CCCOO1. Given the product [Cl:5][C:6]1[CH:7]=[C:8]([CH:12]=[C:13]([Cl:15])[CH:14]=1)[C:9]([O:16][CH2:2][Cl:4])=[O:10], predict the reactants needed to synthesize it. (3) Given the product [CH3:13][O:12][C:9]1[C:10]([PH+:28]([CH:32]([CH3:34])[CH3:33])[CH:29]([CH3:31])[CH3:30])=[CH:11][C:3]([O:2][CH3:1])=[C:4]2[C:8]=1[C:7]([CH3:14])=[C:6]([CH3:15])[CH:5]2[CH3:16].[B:37]([F:40])([F:39])[F:38], predict the reactants needed to synthesize it. The reactants are: [CH3:1][O:2][C:3]1[CH:11]=[CH:10][C:9]([O:12][CH3:13])=[C:8]2[C:4]=1[C:5]([CH3:16])=[C:6]([CH3:15])[CH:7]2[CH3:14].N#N.C(O)(C)C.[Li]CCCC.[P:28](Cl)([CH:32]([CH3:34])[CH3:33])[CH:29]([CH3:31])[CH3:30].[H+].[B-:37](F)([F:40])([F:39])[F:38].CCOCC. (4) Given the product [N:4]1[CH:9]=[CH:8][CH:7]=[C:6]([C:10]2[S:14][C:13]([C:15]([OH:17])=[O:16])=[CH:12][CH:11]=2)[N:5]=1, predict the reactants needed to synthesize it. The reactants are: O[Li].O.[N:4]1[CH:9]=[CH:8][CH:7]=[C:6]([C:10]2[S:14][C:13]([C:15]([O:17]CC)=[O:16])=[CH:12][CH:11]=2)[N:5]=1. (5) Given the product [CH3:1][O:2][C:3]([CH3:8])([CH3:7])[CH2:4][CH2:5][O:6][CH2:11][CH:10]=[CH2:9], predict the reactants needed to synthesize it. The reactants are: [CH3:1][O:2][C:3]([CH3:8])([CH3:7])[CH2:4][CH2:5][OH:6].[CH2:9](Cl)[CH:10]=[CH2:11]. (6) Given the product [C:1]([NH:4][C@H:5]([CH3:11])[CH2:6][C:7]([O:9][CH3:10])=[O:8])(=[O:3])[CH3:2], predict the reactants needed to synthesize it. The reactants are: [C:1]([NH:4]/[C:5](/[CH3:11])=[CH:6]\[C:7]([O:9][CH3:10])=[O:8])(=[O:3])[CH3:2]. (7) Given the product [CH3:1][O:2][C:3]([CH:5]1[CH2:10][CH2:9][CH:8]([NH:11][C:13]2[N:18]=[C:17]([N:19]3[C:23]4[CH:24]=[CH:25][CH:26]=[CH:27][C:22]=4[N:21]=[N:20]3)[C:16]([Cl:28])=[CH:15][N:14]=2)[CH2:7][CH2:6]1)=[O:4], predict the reactants needed to synthesize it. The reactants are: [CH3:1][O:2][C:3]([C@H:5]1[CH2:10][CH2:9][C@H:8]([NH2:11])[CH2:7][CH2:6]1)=[O:4].Cl[C:13]1[N:18]=[C:17]([N:19]2[C:23]3[CH:24]=[CH:25][CH:26]=[CH:27][C:22]=3[N:21]=[N:20]2)[C:16]([Cl:28])=[CH:15][N:14]=1. (8) Given the product [C:18]1([S:24]([N:27]2[C:31]3=[N:32][CH:33]=[C:34]([N:36]4[CH2:37][CH2:38][O:39][CH2:40][CH2:41]4)[CH:35]=[C:30]3[C:29]([C:42]3[CH:46]=[N:45][NH:44][CH:43]=3)=[CH:28]2)(=[O:26])=[O:25])[CH:19]=[CH:20][CH:21]=[CH:22][CH:23]=1, predict the reactants needed to synthesize it. The reactants are: C([SiH](C(C)C)C(C)C)(C)C.FC(F)(F)C(O)=O.[C:18]1([S:24]([N:27]2[C:31]3=[N:32][CH:33]=[C:34]([N:36]4[CH2:41][CH2:40][O:39][CH2:38][CH2:37]4)[CH:35]=[C:30]3[C:29]([C:42]3[CH:43]=[N:44][N:45](C(C4C=CC=CC=4)(C4C=CC=CC=4)C4C=CC=CC=4)[CH:46]=3)=[CH:28]2)(=[O:26])=[O:25])[CH:23]=[CH:22][CH:21]=[CH:20][CH:19]=1.C([O-])(O)=O.[Na+].